Dataset: Full USPTO retrosynthesis dataset with 1.9M reactions from patents (1976-2016). Task: Predict the reactants needed to synthesize the given product. (1) Given the product [C:1]([O:5][C:6]([N:8]([CH3:21])[C:9]1[CH:10]=[C:11]([CH:18]=[CH:19][CH:20]=1)[O:12][CH2:13][C:14]([OH:16])=[O:15])=[O:7])([CH3:4])([CH3:3])[CH3:2], predict the reactants needed to synthesize it. The reactants are: [C:1]([O:5][C:6]([N:8]([CH3:21])[C:9]1[CH:10]=[C:11]([CH:18]=[CH:19][CH:20]=1)[O:12][CH2:13][C:14]([O:16]C)=[O:15])=[O:7])([CH3:4])([CH3:3])[CH3:2].[Li+].[OH-]. (2) Given the product [O:29]=[C:28]1[NH:27][C:25](=[O:26])/[C:24](=[CH:1]/[C:3]2[O:11][C:10]3[C:9]([C:12]4[CH:23]=[CH:22][C:15]([C:16]([NH:18][CH2:19][CH2:20][OH:21])=[O:17])=[CH:14][CH:13]=4)=[CH:8][N:7]=[CH:6][C:5]=3[CH:4]=2)/[S:30]1, predict the reactants needed to synthesize it. The reactants are: [CH:1]([C:3]1[O:11][C:10]2[C:9]([C:12]3[CH:23]=[CH:22][C:15]([C:16]([NH:18][CH2:19][CH2:20][OH:21])=[O:17])=[CH:14][CH:13]=3)=[CH:8][N:7]=[CH:6][C:5]=2[CH:4]=1)=O.[CH2:24]1[S:30][C:28](=[O:29])[NH:27][C:25]1=[O:26].NCCC(O)=O. (3) Given the product [CH2:1]([O:3][C:4](=[O:14])[CH:5]([NH:12][C:15]([O:17][CH3:18])=[O:16])[C:6]1[CH:11]=[CH:10][CH:9]=[CH:8][N:7]=1)[CH3:2], predict the reactants needed to synthesize it. The reactants are: [CH2:1]([O:3][C:4](=[O:14])[C:5](=[N:12]O)[C:6]1[CH:11]=[CH:10][CH:9]=[CH:8][N:7]=1)[CH3:2].[C:15](O[C:15]([O:17][CH3:18])=[O:16])([O:17][CH3:18])=[O:16].C1CCCCC=1. (4) Given the product [F:1][C:2]1[C:11]2[O:10][CH2:9][CH:8]([N:12]([CH2:13][CH2:14][CH2:15][C:16]3[C:24]4[C:19](=[C:20]([O:25][CH3:26])[CH:21]=[CH:22][CH:23]=4)[NH:18][CH:17]=3)[CH2:30][CH2:31][CH3:32])[CH2:7][C:6]=2[C:5]([C:27]([NH2:29])=[O:28])=[CH:4][CH:3]=1, predict the reactants needed to synthesize it. The reactants are: [F:1][C:2]1[C:11]2[O:10][CH2:9][CH:8]([NH:12][CH2:13][CH2:14][CH2:15][C:16]3[C:24]4[C:19](=[C:20]([O:25][CH3:26])[CH:21]=[CH:22][CH:23]=4)[NH:18][CH:17]=3)[CH2:7][C:6]=2[C:5]([C:27]([NH2:29])=[O:28])=[CH:4][CH:3]=1.[CH:30](=O)[CH2:31][CH3:32].C(O)(=O)C.C([BH3-])#N.[Na+]. (5) Given the product [CH3:3][C:2]([NH:10][C:11]([C:13]1[S:40][C:16]2[NH:17][N:18]=[C:19]([NH:20][C:21](=[O:34])[C:22]3[CH:27]=[CH:26][C:25]([N:28]4[CH2:33][CH2:32][O:31][CH2:30][CH2:29]4)=[CH:24][CH:23]=3)[C:15]=2[CH:14]=1)=[O:12])([C:4]1[CH:5]=[CH:6][CH:7]=[CH:8][CH:9]=1)[CH3:1], predict the reactants needed to synthesize it. The reactants are: [CH3:1][C:2]([NH:10][C:11]([C:13]1[S:40][C:16]2[N:17](C(OCC)=O)[N:18]=[C:19]([NH:20][C:21](=[O:34])[C:22]3[CH:27]=[CH:26][C:25]([N:28]4[CH2:33][CH2:32][O:31][CH2:30][CH2:29]4)=[CH:24][CH:23]=3)[C:15]=2[CH:14]=1)=[O:12])([C:4]1[CH:9]=[CH:8][CH:7]=[CH:6][CH:5]=1)[CH3:3]. (6) Given the product [CH3:23][O:24][C:25](=[O:26])[C:27]1[CH:32]=[CH:31][C:30]([CH2:33][O:22][C:12]2[CH:11]=[C:10]([C:7]3[CH:6]=[CH:5][C:4]([N+:1]([O-:3])=[O:2])=[CH:9][CH:8]=3)[N:15]=[C:14]([C:16]3[CH:21]=[CH:20][CH:19]=[CH:18][CH:17]=3)[N:13]=2)=[CH:29][CH:28]=1, predict the reactants needed to synthesize it. The reactants are: [N+:1]([C:4]1[CH:9]=[CH:8][C:7]([C:10]2[N:15]=[C:14]([C:16]3[CH:21]=[CH:20][CH:19]=[CH:18][CH:17]=3)[N:13]=[C:12]([OH:22])[CH:11]=2)=[CH:6][CH:5]=1)([O-:3])=[O:2].[CH3:23][O:24][C:25]([C:27]1[CH:32]=[CH:31][C:30]([CH2:33]Br)=[CH:29][CH:28]=1)=[O:26].C(N(CC)CC)C.Cl. (7) Given the product [Br:1][C:2]1[CH:10]=[CH:9][C:5]([C:6]([NH:29][C:25]2[CH:24]=[C:23]([C:22]([F:30])([F:21])[F:31])[CH:28]=[CH:27][N:26]=2)=[O:7])=[CH:4][C:3]=1[F:11], predict the reactants needed to synthesize it. The reactants are: [Br:1][C:2]1[CH:10]=[CH:9][C:5]([C:6](Cl)=[O:7])=[CH:4][C:3]=1[F:11].CCN(C(C)C)C(C)C.[F:21][C:22]([F:31])([F:30])[C:23]1[CH:28]=[CH:27][N:26]=[C:25]([NH2:29])[CH:24]=1.